From a dataset of Forward reaction prediction with 1.9M reactions from USPTO patents (1976-2016). Predict the product of the given reaction. (1) Given the reactants Cl.O1CCOCC1.C(OC([NH:15][C@H:16]1[C@@:21]([OH:23])([CH3:22])[C@@H:20]([CH3:24])[CH2:19][N:18]([C:25]2[CH:30]=[CH:29][N:28]=[CH:27][C:26]=2[NH:31][C:32]([C:34]2[C:38]3=[N:39][CH:40]=[C:41]([CH2:43][CH2:44][CH3:45])[CH:42]=[C:37]3[O:36][C:35]=2[NH:46]C(=O)OC(C)(C)C)=[O:33])[CH2:17]1)=O)(C)(C)C, predict the reaction product. The product is: [NH2:46][C:35]1[O:36][C:37]2[C:38](=[N:39][CH:40]=[C:41]([CH2:43][CH2:44][CH3:45])[CH:42]=2)[C:34]=1[C:32]([NH:31][C:26]1[CH:27]=[N:28][CH:29]=[CH:30][C:25]=1[N:18]1[CH2:19][C@H:20]([CH3:24])[C@:21]([OH:23])([CH3:22])[C@H:16]([NH2:15])[CH2:17]1)=[O:33]. (2) Given the reactants [C:1]([O:5][C:6]([NH:8][CH2:9][CH2:10][C@H:11]1[CH2:16][CH2:15][C@H:14]([CH2:17][O:18][C:19](=[O:21])[CH3:20])[CH2:13][CH2:12]1)=[O:7])([CH3:4])([CH3:3])[CH3:2].[CH3:22]I.[H-].[Na+], predict the reaction product. The product is: [C:1]([O:5][C:6]([N:8]([CH3:22])[CH2:9][CH2:10][C@H:11]1[CH2:16][CH2:15][C@H:14]([CH2:17][O:18][C:19](=[O:21])[CH3:20])[CH2:13][CH2:12]1)=[O:7])([CH3:4])([CH3:2])[CH3:3].